This data is from Reaction yield outcomes from USPTO patents with 853,638 reactions. The task is: Predict the reaction yield, written as a fraction of the theoretical maximum amount of product (1.0 means a 100% yield; for example, 0.34 means a 34% yield). (1) The catalyst is C1C=CC(/C=C/C(/C=C/C2C=CC=CC=2)=O)=CC=1.C1C=CC(/C=C/C(/C=C/C2C=CC=CC=2)=O)=CC=1.C1C=CC(/C=C/C(/C=C/C2C=CC=CC=2)=O)=CC=1.[Pd].[Pd].O1CCOCC1. The reactants are [CH3:1][O:2][C:3](=[O:16])[C:4]1[CH:9]=[C:8](Cl)[N:7]=[C:6]([NH:11][C@H:12]([CH2:14][CH3:15])[CH3:13])[CH:5]=1.[F:17][C:18]1[CH:23]=[CH:22][CH:21]=[CH:20][C:19]=1B(O)O.C(=O)([O-])[O-].[K+].[K+]. The product is [CH3:1][O:2][C:3](=[O:16])[C:4]1[CH:9]=[C:8]([C:19]2[CH:20]=[CH:21][CH:22]=[CH:23][C:18]=2[F:17])[N:7]=[C:6]([NH:11][C@H:12]([CH2:14][CH3:15])[CH3:13])[CH:5]=1. The yield is 0.750. (2) The reactants are [CH3:1][O:2][C:3]1[CH:4]=[C:5]2[C:10](=[CH:11][CH:12]=1)[CH:9]=[C:8]([C:13](O)=[O:14])[CH:7]=[CH:6]2.[H-].[Al+3].[Li+].[H-].[H-].[H-].O.[OH-].[Na+]. The catalyst is C1COCC1. The product is [CH3:1][O:2][C:3]1[CH:4]=[C:5]2[C:10](=[CH:11][CH:12]=1)[CH:9]=[C:8]([CH2:13][OH:14])[CH:7]=[CH:6]2. The yield is 0.660. (3) The reactants are [CH3:16][C:11]1([CH3:17])[C:12]([CH3:15])([CH3:14])[O:13][B:9]([B:9]2[O:13][C:12]([CH3:15])([CH3:14])[C:11]([CH3:17])([CH3:16])[O:10]2)[O:10]1.[F:19][CH:20]([F:29])[C:21]1[CH:22]=[C:23]([CH:26]=[CH:27][CH:28]=1)[C:24]#[N:25]. The catalyst is CCCCCC.CCOC(C)=O.CO.CO.C1CC=CCCC=C1.C1CC=CCCC=C1.[Ir].[Ir]. The product is [F:19][CH:20]([F:29])[C:21]1[CH:22]=[C:23]([CH:26]=[C:27]([B:9]2[O:10][C:11]([CH3:16])([CH3:17])[C:12]([CH3:14])([CH3:15])[O:13]2)[CH:28]=1)[C:24]#[N:25]. The yield is 0.130.